Dataset: Full USPTO retrosynthesis dataset with 1.9M reactions from patents (1976-2016). Task: Predict the reactants needed to synthesize the given product. (1) Given the product [C:40]([CH2:39][N:16]([C@@H:17]1[C:25]2[C:20](=[CH:21][CH:22]=[CH:23][CH:24]=2)[CH2:19][C@H:18]1[NH:26][C:27]([C:29]1[NH:33][C:32]2[C:34]([Cl:38])=[C:35]([Cl:37])[S:36][C:31]=2[CH:30]=1)=[O:28])[C:14](=[O:15])[CH2:13][OH:12])([OH:42])=[O:41], predict the reactants needed to synthesize it. The reactants are: C(=O)([O-])[O-].[K+].[K+].CO.C([O:12][CH2:13][C:14]([N:16]([CH2:39][C:40]([OH:42])=[O:41])[C@@H:17]1[C:25]2[C:20](=[CH:21][CH:22]=[CH:23][CH:24]=2)[CH2:19][C@H:18]1[NH:26][C:27]([C:29]1[NH:33][C:32]2[C:34]([Cl:38])=[C:35]([Cl:37])[S:36][C:31]=2[CH:30]=1)=[O:28])=[O:15])(=O)C. (2) Given the product [Cl:19][C:20]1[CH:28]=[C:27]([F:29])[C:26]([S:30]([NH:18][CH:15]2[CH2:17][CH2:16]2)(=[O:32])=[O:31])=[CH:25][C:21]=1[C:22]([OH:24])=[O:23], predict the reactants needed to synthesize it. The reactants are: ClS(C1C=C(C=CC=1F)C(O)=O)(=O)=O.[CH:15]1([NH2:18])[CH2:17][CH2:16]1.[Cl:19][C:20]1[CH:28]=[C:27]([F:29])[C:26]([S:30](NCC)(=[O:32])=[O:31])=[CH:25][C:21]=1[C:22]([OH:24])=[O:23]. (3) Given the product [CH2:15]([C:3]1([CH2:1][CH3:2])[O:7][C@@H:6]([CH:8]=[O:9])[C@@H:5]([CH:10]=[CH2:11])[O:4]1)[CH3:16], predict the reactants needed to synthesize it. The reactants are: [CH2:1]([C:3]1([CH2:15][CH3:16])[O:7][C@H:6]2[CH:8](OC)[O:9][C@H:10]([CH2:11]I)[C@H:5]2[O:4]1)[CH3:2]. (4) Given the product [Br:19][C:6]1[C:5]2[C:9](=[CH:10][CH:11]=[C:3]([C:2]([F:17])([F:1])[F:18])[CH:4]=2)[NH:8][C:7]=1[C:12]([O:14][CH2:15][CH3:16])=[O:13], predict the reactants needed to synthesize it. The reactants are: [F:1][C:2]([F:18])([F:17])[C:3]1[CH:4]=[C:5]2[C:9](=[CH:10][CH:11]=1)[NH:8][C:7]([C:12]([O:14][CH2:15][CH3:16])=[O:13])=[CH:6]2.[Br:19]N1C(=O)CCC1=O.